This data is from Forward reaction prediction with 1.9M reactions from USPTO patents (1976-2016). The task is: Predict the product of the given reaction. (1) Given the reactants [N+:1]([C:4]1[CH:9]=[CH:8][C:7]([C:10]2[N:15]=[C:14]([N:16]3[CH2:22][CH:21]4[O:23][CH:18]([CH2:19][CH2:20]4)[CH2:17]3)[CH:13]=[C:12]([N:24]3[CH2:30][CH:29]4[O:31][CH:26]([CH2:27][CH2:28]4)[CH2:25]3)[N:11]=2)=[CH:6][CH:5]=1)([O-])=O.C(NC1C=CC=CC=1)C, predict the reaction product. The product is: [CH:29]12[O:31][CH:26]([CH2:27][CH2:28]1)[CH2:25][N:24]([C:12]1[CH:13]=[C:14]([N:16]3[CH2:22][CH:21]4[O:23][CH:18]([CH2:19][CH2:20]4)[CH2:17]3)[N:15]=[C:10]([C:7]3[CH:6]=[CH:5][C:4]([NH2:1])=[CH:9][CH:8]=3)[N:11]=1)[CH2:30]2. (2) Given the reactants [N:1]1[N:2]([C:6]2[CH:29]=[CH:28][CH:27]=[CH:26][C:7]=2[C:8]([N:10]2[C@H:15]([CH3:16])[CH2:14][CH2:13][C@@H:12]([O:17][C:18]3[N:25]=[CH:24][CH:23]=[CH:22][C:19]=3[CH:20]=[O:21])[CH2:11]2)=[O:9])[N:3]=[CH:4][CH:5]=1.[F:30][C:31]([Si](C)(C)C)([F:33])[F:32].[F-].C([N+](CCCC)(CCCC)CCCC)CCC, predict the reaction product. The product is: [F:30][C:31]([F:33])([F:32])[C@@H:20]([C:19]1[C:18]([O:17][C@@H:12]2[CH2:13][CH2:14][C@@H:15]([CH3:16])[N:10]([C:8]([C:7]3[CH:26]=[CH:27][CH:28]=[CH:29][C:6]=3[N:2]3[N:3]=[CH:4][CH:5]=[N:1]3)=[O:9])[CH2:11]2)=[N:25][CH:24]=[CH:23][CH:22]=1)[OH:21]. (3) Given the reactants [H-].[Na+].[OH:3][CH:4]1[CH2:7][N:6]([C:8]([O:10][C:11]([CH3:14])([CH3:13])[CH3:12])=[O:9])[CH2:5]1.I[CH3:16], predict the reaction product. The product is: [CH3:16][O:3][CH:4]1[CH2:5][N:6]([C:8]([O:10][C:11]([CH3:14])([CH3:13])[CH3:12])=[O:9])[CH2:7]1. (4) Given the reactants [Al+3].[Cl-].[Cl-].[Cl-].C([O:8][C:9]1[CH:14]=[CH:13][C:12]([Br:15])=[CH:11][C:10]=1[F:16])(=O)C.O.[CH3:18][CH2:19][O:20]C(C)=O, predict the reaction product. The product is: [Br:15][C:12]1[CH:11]=[C:10]([F:16])[C:9]([OH:8])=[C:14]([C:19](=[O:20])[CH3:18])[CH:13]=1. (5) Given the reactants [CH3:1][CH2:2][CH2:3][C:4](=O)[CH2:5][CH2:6][CH3:7].[C:9]([CH2:11][C:12]([O:14][CH2:15][C:16]1[CH:21]=[CH:20][CH:19]=[CH:18][CH:17]=1)=[O:13])#[N:10].C(O)(=O)C.N1CCCCC1, predict the reaction product. The product is: [CH2:15]([O:14][C:12](=[O:13])[C:11]([C:9]#[N:10])=[C:4]([CH2:5][CH2:6][CH3:7])[CH2:3][CH2:2][CH3:1])[C:16]1[CH:21]=[CH:20][CH:19]=[CH:18][CH:17]=1. (6) The product is: [CH:1]1([CH:7]([NH:30][C:31]2[CH:32]=[CH:33][C:34]([C:63]([N:41]([CH3:40])[CH2:42][CH2:43][C:44]([OH:46])=[O:45])=[O:62])=[CH:38][CH:39]=2)[C:8]2[CH:12]=[C:11]([C:13]3[CH:14]=[N:15][C:16]([O:19][CH2:20][CH2:21][CH2:22][N:23]4[CH2:27][CH2:26][CH2:25][C:24]4=[O:28])=[CH:17][CH:18]=3)[O:10][C:9]=2[CH3:29])[CH2:6][CH2:5][CH2:4][CH2:3][CH2:2]1. Given the reactants [CH:1]1([CH:7]([NH:30][C:31]2[CH:39]=[CH:38][C:34](C(O)=O)=[CH:33][CH:32]=2)[C:8]2[CH:12]=[C:11]([C:13]3[CH:14]=[N:15][C:16]([O:19][CH2:20][CH2:21][CH2:22][N:23]4[CH2:27][CH2:26][CH2:25][C:24]4=[O:28])=[CH:17][CH:18]=3)[O:10][C:9]=2[CH3:29])[CH2:6][CH2:5][CH2:4][CH2:3][CH2:2]1.[CH3:40][NH:41][CH2:42][CH2:43][C:44]([O:46]CC)=[O:45].Cl.C(N=C=NCCCN(C)C)C.O.[OH:62][C:63]1C2N=NNC=2C=CC=1, predict the reaction product. (7) Given the reactants Br[C:2]1[CH:3]=[C:4]([C:8]2[CH:13]=[CH:12][N:11]=[C:10]([NH:14][C:15]3[CH:16]=[C:17]([NH:22][C:23]([C:25]4[N:26]=[C:27]([CH3:34])[O:28][C:29]=4[C:30]([F:33])([F:32])[F:31])=[O:24])[CH:18]=[CH:19][C:20]=3[CH3:21])[N:9]=2)[CH:5]=[N:6][CH:7]=1.[CH3:35]C1COCCN1C.[O-]P([O-])([O-])=O.[K+].[K+].[K+].[NH:51]1[CH2:58][CH2:57][CH2:56][C@H:52]1[C:53]([OH:55])=O, predict the reaction product. The product is: [CH3:35][C@H:53]1[CH2:52][N:51]([C:2]2[CH:3]=[C:4]([C:8]3[CH:13]=[CH:12][N:11]=[C:10]([NH:14][C:15]4[CH:16]=[C:17]([NH:22][C:23]([C:25]5[N:26]=[C:27]([CH3:34])[O:28][C:29]=5[C:30]([F:33])([F:32])[F:31])=[O:24])[CH:18]=[CH:19][C:20]=4[CH3:21])[N:9]=3)[CH:5]=[N:6][CH:7]=2)[CH2:58][C@@H:57]([CH3:56])[O:55]1.